This data is from Forward reaction prediction with 1.9M reactions from USPTO patents (1976-2016). The task is: Predict the product of the given reaction. (1) Given the reactants Br[C:2]1[CH:3]=[C:4]([C:10]([N:12]2[CH2:17][CH2:16][N:15]([C:18]3[CH:23]=[CH:22][CH:21]=[CH:20][N:19]=3)[CH2:14][CH2:13]2)=[O:11])[CH:5]=[CH:6][C:7]=1[O:8][CH3:9].[C:24]([C:26]1[CH:27]=[C:28]([O:32][CH3:33])[CH:29]=[CH:30][CH:31]=1)#[CH:25], predict the reaction product. The product is: [CH3:9][O:8][C:7]1[CH:6]=[CH:5][C:4]([C:10]([N:12]2[CH2:17][CH2:16][N:15]([C:18]3[CH:23]=[CH:22][CH:21]=[CH:20][N:19]=3)[CH2:14][CH2:13]2)=[O:11])=[CH:3][C:2]=1[C:25]#[C:24][C:26]1[CH:31]=[CH:30][CH:29]=[C:28]([O:32][CH3:33])[CH:27]=1. (2) The product is: [CH2:46]([O:45][C:41](=[O:44])[CH:42]([C:2]1[CH:7]=[CH:6][C:5]([NH:8][C:9]([C:11]2[NH:15][C:14]([C:16]#[N:17])=[CH:13][N:12]=2)=[O:10])=[C:4]([C:18]2[CH2:23][CH2:22][C:21]([CH3:25])([CH3:24])[CH2:20][CH:19]=2)[CH:3]=1)[OH:43])[CH3:47]. Given the reactants Br[C:2]1[CH:7]=[CH:6][C:5]([NH:8][C:9]([C:11]2[NH:12][CH:13]=[C:14]([C:16]#[N:17])[N:15]=2)=[O:10])=[C:4]([C:18]2[CH2:23][CH2:22][C:21]([CH3:25])([CH3:24])[CH2:20][CH:19]=2)[CH:3]=1.C([Mg]Cl)(C)C.[Li]C(C)(C)C.CCCCC.[C:41]([O:45][CH2:46][CH3:47])(=[O:44])[CH:42]=[O:43].C1(C)C=CC=CC=1, predict the reaction product.